Dataset: Forward reaction prediction with 1.9M reactions from USPTO patents (1976-2016). Task: Predict the product of the given reaction. The product is: [C:1]([NH:4][C:5]1[CH:10]=[CH:9][C:8]([N+:11]([O-:13])=[O:12])=[CH:7][C:6]=1[O:14][CH2:26][CH3:27])(=[O:3])[CH3:2]. Given the reactants [C:1]([NH:4][C:5]1[CH:10]=[CH:9][C:8]([N+:11]([O-:13])=[O:12])=[CH:7][C:6]=1[OH:14])(=[O:3])[CH3:2].C(=O)([O-])[O-].[K+].[K+].CN(C)C=O.[CH2:26](Br)[CH3:27], predict the reaction product.